The task is: Predict the reaction yield, written as a fraction of the theoretical maximum amount of product (1.0 means a 100% yield; for example, 0.34 means a 34% yield).. This data is from Reaction yield outcomes from USPTO patents with 853,638 reactions. (1) The yield is 0.820. The product is [CH3:24][O:23][C:10]1[CH:11]=[C:12]([C:15]([N:17]2[CH2:22][CH2:21][O:20][CH2:19][CH2:18]2)=[O:16])[CH:13]=[CH:14][C:9]=1[NH:8][C:5]1[N:4]=[C:3]([NH:25][CH3:26])[C:2]([C:27]#[N:28])=[CH:7][N:6]=1. The catalyst is [C-]#N.[Zn+2].[C-]#N.C1C=CC(/C=C/C(/C=C/C2C=CC=CC=2)=O)=CC=1.C1C=CC(/C=C/C(/C=C/C2C=CC=CC=2)=O)=CC=1.C1C=CC(/C=C/C(/C=C/C2C=CC=CC=2)=O)=CC=1.[Pd].[Pd].C1C=CC(P(C2C=CC=CC=2)[C-]2C=CC=C2)=CC=1.C1C=CC(P(C2C=CC=CC=2)[C-]2C=CC=C2)=CC=1.[Fe+2]. The reactants are Br[C:2]1[C:3]([NH:25][CH3:26])=[N:4][C:5]([NH:8][C:9]2[CH:14]=[CH:13][C:12]([C:15]([N:17]3[CH2:22][CH2:21][O:20][CH2:19][CH2:18]3)=[O:16])=[CH:11][C:10]=2[O:23][CH3:24])=[N:6][CH:7]=1.[CH3:27][N:28](C=O)C. (2) The reactants are [O-]P([O-])([O-])=O.[K+].[K+].[K+].Cl.[F:10][C:11]1[CH:24]=[CH:23][C:14]([C:15]([CH:17]2[CH2:22][CH2:21][NH:20][CH2:19][CH2:18]2)=[O:16])=[CH:13][CH:12]=1.C(O)(C)C.I[C:30]1[CH:35]=[CH:34][C:33]([C:36]([F:39])([F:38])[F:37])=[CH:32][CH:31]=1. The catalyst is [Cu](I)I.C(O)CO. The product is [F:37][C:36]([F:39])([F:38])[C:33]1[CH:34]=[CH:35][C:30]([N:20]2[CH2:21][CH2:22][CH:17]([C:15](=[O:16])[C:14]3[CH:13]=[CH:12][C:11]([F:10])=[CH:24][CH:23]=3)[CH2:18][CH2:19]2)=[CH:31][CH:32]=1. The yield is 0.150. (3) The reactants are [Cl:1][C:2]1[CH:7]=[CH:6][C:5]([OH:8])=[CH:4][C:3]=1[N+:9]([O-:11])=[O:10].Cl[CH2:13][C:14]1[CH:19]=[CH:18][C:17]([O:20][CH3:21])=[CH:16][CH:15]=1.C(=O)([O-])[O-].[K+].[K+]. The catalyst is [I-].C([N+](CCCC)(CCCC)CCCC)CCC.CN(C)C=O. The product is [Cl:1][C:2]1[CH:7]=[CH:6][C:5]([O:8][CH2:13][C:14]2[CH:19]=[CH:18][C:17]([O:20][CH3:21])=[CH:16][CH:15]=2)=[CH:4][C:3]=1[N+:9]([O-:11])=[O:10]. The yield is 0.960. (4) The reactants are [CH2:1]([NH:3][C:4]([NH:6][C:7]1[CH:12]=[CH:11][C:10]([C:13]2[N:14]=[C:15]([N:22]3[CH2:27][CH2:26][O:25][CH2:24][C@@H:23]3[CH3:28])[C:16]3[CH2:21][NH:20][CH2:19][C:17]=3[N:18]=2)=[CH:9][CH:8]=1)=[O:5])[CH3:2].C(N(CC)CC)C.[C:36](Cl)(=[O:38])[CH3:37]. The catalyst is C(Cl)Cl. The product is [C:36]([N:20]1[CH2:21][C:16]2[C:15]([N:22]3[CH2:27][CH2:26][O:25][CH2:24][C@@H:23]3[CH3:28])=[N:14][C:13]([C:10]3[CH:11]=[CH:12][C:7]([NH:6][C:4]([NH:3][CH2:1][CH3:2])=[O:5])=[CH:8][CH:9]=3)=[N:18][C:17]=2[CH2:19]1)(=[O:38])[CH3:37]. The yield is 0.0900. (5) The reactants are [F:1][C:2]1[CH:9]=[C:8](F)[CH:7]=[CH:6][C:3]=1[C:4]#[N:5].[NH:11]1[CH2:16][CH2:15][O:14][CH2:13][CH2:12]1. The catalyst is O1CCCC1. The product is [F:1][C:2]1[CH:9]=[C:8]([N:11]2[CH2:16][CH2:15][O:14][CH2:13][CH2:12]2)[CH:7]=[CH:6][C:3]=1[C:4]#[N:5]. The yield is 0.650.